This data is from Forward reaction prediction with 1.9M reactions from USPTO patents (1976-2016). The task is: Predict the product of the given reaction. Given the reactants [C:1]([SiH2:5][O:6][C:7]([CH3:30])([CH3:29])[C:8]1[CH:9]=[N:10][N:11]([C:13]2[C:18](F)=[CH:17][C:16]([N:20]3[CH2:24][C@H:23]([CH2:25][OH:26])[O:22][C:21]3=[O:27])=[CH:15][C:14]=2[F:28])[CH:12]=1)([CH3:4])([CH3:3])[CH3:2].C(N(CC)CC)C.[CH3:38][S:39](Cl)(=[O:41])=[O:40], predict the reaction product. The product is: [CH3:38][S:39]([O:26][CH2:25][C@@H:23]1[O:22][C:21](=[O:27])[N:20]([C:16]2[CH:17]=[CH:18][C:13]([N:11]3[CH:12]=[C:8]([C:7]([CH3:30])([CH3:29])[O:6][SiH2:5][C:1]([CH3:4])([CH3:3])[CH3:2])[CH:9]=[N:10]3)=[C:14]([F:28])[CH:15]=2)[CH2:24]1)(=[O:41])=[O:40].